Dataset: Reaction yield outcomes from USPTO patents with 853,638 reactions. Task: Predict the reaction yield, written as a fraction of the theoretical maximum amount of product (1.0 means a 100% yield; for example, 0.34 means a 34% yield). The reactants are [CH3:1][O:2][C:3](=[O:16])[C:4]([C:7]1[CH:12]=[CH:11][C:10]([CH2:13][CH2:14][OH:15])=[CH:9][CH:8]=1)([CH3:6])[CH3:5].C(N(CC)CC)C.[CH3:24][S:25](Cl)(=[O:27])=[O:26].ClCCl. The catalyst is O. The product is [CH3:1][O:2][C:3](=[O:16])[C:4]([C:7]1[CH:8]=[CH:9][C:10]([CH2:13][CH2:14][O:15][S:25]([CH3:24])(=[O:27])=[O:26])=[CH:11][CH:12]=1)([CH3:6])[CH3:5]. The yield is 1.00.